From a dataset of Catalyst prediction with 721,799 reactions and 888 catalyst types from USPTO. Predict which catalyst facilitates the given reaction. (1) Reactant: [CH3:1][CH:2]([CH3:43])[C@H:3]([NH:38][C:39](=[O:42])[O:40][CH3:41])[C:4](=[O:37])[N:5]1[CH2:9][CH2:8][CH2:7][C@H:6]1[C:10]1[NH:11][C:12]([C:15]2[CH:20]=[CH:19][C:18]([C:21]3[CH:26]=[CH:25][C:24]([C:27]4[NH:31][C:30]([C@@H:32]5[CH2:36][CH2:35][CH2:34][NH:33]5)=[N:29][CH:28]=4)=[CH:23][CH:22]=3)=[CH:17][CH:16]=2)=[CH:13][N:14]=1.CCN(C(C)C)C(C)C.[CH3:53][CH:54]([CH3:66])[C@H:55]([NH:59][C:60]1[CH:61]=[N:62][CH:63]=[CH:64][CH:65]=1)[C:56](O)=[O:57].CN(C(ON1N=NC2C=CC=NC1=2)=[N+](C)C)C.F[P-](F)(F)(F)(F)F. Product: [CH3:41][O:40][C:39](=[O:42])[NH:38][C@H:3]([C:4]([N:5]1[CH2:9][CH2:8][CH2:7][C@H:6]1[C:10]1[NH:11][C:12]([C:15]2[CH:20]=[CH:19][C:18]([C:21]3[CH:22]=[CH:23][C:24]([C:27]4[NH:31][C:30]([C@@H:32]5[CH2:36][CH2:35][CH2:34][N:33]5[C:56](=[O:57])[C@H:55]([CH:54]([CH3:53])[CH3:66])[NH:59][C:60]5[CH:61]=[N:62][CH:63]=[CH:64][CH:65]=5)=[N:29][CH:28]=4)=[CH:25][CH:26]=3)=[CH:17][CH:16]=2)=[CH:13][N:14]=1)=[O:37])[CH:2]([CH3:43])[CH3:1]. The catalyst class is: 3. (2) Reactant: [NH2:1][CH2:2][CH2:3][O:4][C:5]1[CH:10]=[CH:9][C:8]([Cl:11])=[CH:7][C:6]=1[CH:12]1[CH2:17][C:16](=[O:18])[NH:15][CH:14]([C:19]2[CH:24]=[C:23]([F:25])[CH:22]=[CH:21][C:20]=2[CH3:26])[C:13]21[C:34]1[C:29](=[CH:30][C:31]([Cl:35])=[CH:32][CH:33]=1)[NH:28][C:27]2=[O:36].[CH3:37][S:38](Cl)(=[O:40])=[O:39].C(N(CC)CC)C. Product: [Cl:35][C:31]1[CH:30]=[C:29]2[NH:28][C:27](=[O:36])[C:13]3([CH:12]([C:6]4[CH:7]=[C:8]([Cl:11])[CH:9]=[CH:10][C:5]=4[O:4][CH2:3][CH2:2][NH:1][S:38]([CH3:37])(=[O:40])=[O:39])[CH2:17][C:16](=[O:18])[NH:15][CH:14]3[C:19]3[CH:24]=[C:23]([F:25])[CH:22]=[CH:21][C:20]=3[CH3:26])[C:34]2=[CH:33][CH:32]=1. The catalyst class is: 3. (3) Reactant: [Cl:1][C:2]1[N:3]=[C:4]([O:8][C:9]2[C:15]([CH3:16])=[CH:14][C:12]([NH2:13])=[C:11]([CH3:17])[CH:10]=2)[S:5][C:6]=1[Cl:7].COC(OC)OC.[C:25]1([CH3:35])C=CC(S(O)(=O)=O)=CC=1.[CH3:36][NH:37][CH2:38]C. Product: [Cl:1][C:2]1[N:3]=[C:4]([O:8][C:9]2[C:15]([CH3:16])=[CH:14][C:12]([N:13]=[CH:36][N:37]([CH2:25][CH3:35])[CH3:38])=[C:11]([CH3:17])[CH:10]=2)[S:5][C:6]=1[Cl:7]. The catalyst class is: 310. (4) Reactant: [CH3:1][C:2]1[O:6][N:5]=[C:4]([C:7]2[CH:12]=[CH:11][C:10]([NH2:13])=[CH:9][CH:8]=2)[N:3]=1.[F:14][C:15]1[C:22]([O:23][Si:24]([CH:31]([CH3:33])[CH3:32])([CH:28]([CH3:30])[CH3:29])[CH:25]([CH3:27])[CH3:26])=[CH:21][C:20]([O:34][CH3:35])=[CH:19][C:16]=1[CH:17]=O.C[Si]([C:40]#[N:41])(C)C.C(S([O-])(=O)=O)(F)(F)F.C(S([O-])(=O)=O)(F)(F)F.C(S([O-])(=O)=O)(F)(F)F.[Yb+3]. Product: [F:14][C:15]1[C:22]([O:23][Si:24]([CH:31]([CH3:32])[CH3:33])([CH:28]([CH3:29])[CH3:30])[CH:25]([CH3:27])[CH3:26])=[CH:21][C:20]([O:34][CH3:35])=[CH:19][C:16]=1[CH:17]([NH:13][C:10]1[CH:11]=[CH:12][C:7]([C:4]2[N:3]=[C:2]([CH3:1])[O:6][N:5]=2)=[CH:8][CH:9]=1)[C:40]#[N:41]. The catalyst class is: 96. (5) Reactant: [NH2:1][C:2]1[C:7]([Cl:8])=[C:6]([O:9][CH2:10][CH:11]([O:14][CH3:15])[O:12][CH3:13])[CH:5]=[CH:4][C:3]=1[C:16](=[O:18])[CH3:17].[CH:19]([C:22]1[N:23]=[C:24]([C:27](O)=[O:28])[S:25][CH:26]=1)([CH3:21])[CH3:20].O=P(Cl)(Cl)Cl. Product: [C:16]([C:3]1[C:2]([NH:1][C:27]([C:24]2[S:25][CH:26]=[C:22]([CH:19]([CH3:21])[CH3:20])[N:23]=2)=[O:28])=[C:7]([Cl:8])[C:6]([O:9][CH2:10][CH:11]([O:12][CH3:13])[O:14][CH3:15])=[CH:5][CH:4]=1)(=[O:18])[CH3:17]. The catalyst class is: 17. (6) Reactant: C([Li])CCC.[CH2:6]1[CH2:10][O:9][CH2:8][CH2:7]1.[Cl:11][C:12]1[C:13]2[S:20]C=CC=2[N:15]=[CH:16][N:17]=1.C(OCC)=O. Product: [Cl:11][C:12]1[C:13]2[S:20][C:6]([CH:10]=[O:9])=[CH:7][C:8]=2[N:15]=[CH:16][N:17]=1. The catalyst class is: 6. (7) Reactant: O1CCCC1.[BH4-].[Li+].C([Si](C)(C)Cl)(C)(C)C.[CH2:16]([N:20]1[C:33](=[O:34])[C:32]2[C:27](=[CH:28][CH:29]=[CH:30][CH:31]=2)[C:26]2[CH:25]=[C:24]([C:35](OC)=[O:36])[CH:23]=[CH:22][C:21]1=2)[CH2:17][CH2:18][CH3:19]. Product: [CH2:16]([N:20]1[C:33](=[O:34])[C:32]2[C:27](=[CH:28][CH:29]=[CH:30][CH:31]=2)[C:26]2[CH:25]=[C:24]([CH2:35][OH:36])[CH:23]=[CH:22][C:21]1=2)[CH2:17][CH2:18][CH3:19]. The catalyst class is: 84.